This data is from Full USPTO retrosynthesis dataset with 1.9M reactions from patents (1976-2016). The task is: Predict the reactants needed to synthesize the given product. (1) Given the product [N:26]1[CH:27]=[CH:28][CH:29]=[C:24]([C:17]2[CH:18]=[C:19]([C:20]([F:21])([F:23])[F:22])[N:15]([C:12]3[N:11]=[N:10][C:9]([NH:8][C:6](=[O:7])[C:5]4[CH:30]=[CH:31][CH:32]=[C:3]([C:1]5[NH:35][N:34]=[N:33][N:2]=5)[CH:4]=4)=[CH:14][CH:13]=3)[N:16]=2)[CH:25]=1, predict the reactants needed to synthesize it. The reactants are: [C:1]([C:3]1[CH:4]=[C:5]([CH:30]=[CH:31][CH:32]=1)[C:6]([NH:8][C:9]1[N:10]=[N:11][C:12]([N:15]2[C:19]([C:20]([F:23])([F:22])[F:21])=[CH:18][C:17]([C:24]3[CH:25]=[N:26][CH:27]=[CH:28][CH:29]=3)=[N:16]2)=[CH:13][CH:14]=1)=[O:7])#[N:2].[N:33]([Si](C)(C)C)=[N+:34]=[N-:35].C([Sn](=O)CCCC)CCC.O. (2) The reactants are: Br[C:2]1[CH:11]=[CH:10][C:5]2[N:6]=[C:7]([NH2:9])[S:8][C:4]=2[CH:3]=1.[CH3:12][O:13][C:14]1[CH:24]=[CH:23][C:17](/[CH:18]=[CH:19]/B(O)O)=[CH:16][CH:15]=1. Given the product [CH3:12][O:13][C:14]1[CH:24]=[CH:23][C:17](/[CH:18]=[CH:19]/[C:2]2[CH:11]=[CH:10][C:5]3[N:6]=[C:7]([NH2:9])[S:8][C:4]=3[CH:3]=2)=[CH:16][CH:15]=1, predict the reactants needed to synthesize it. (3) Given the product [CH3:17][N:18]([CH3:25])[CH:19]1[CH2:24][CH2:23][N:22]([N:2]2[CH2:11][C:10](=[O:12])[C:9]3[C:8]4[CH:13]=[CH:14][CH:15]=[CH:16][C:7]=4[CH:6]=[CH:5][C:4]=3[CH2:3]2)[CH2:21][CH2:20]1, predict the reactants needed to synthesize it. The reactants are: Cl[N:2]1[CH2:11][C:10](=[O:12])[C:9]2[C:8]3[CH:13]=[CH:14][CH:15]=[CH:16][C:7]=3[CH:6]=[CH:5][C:4]=2[CH2:3]1.[CH3:17][N:18]([CH3:25])[CH:19]1[CH2:24][CH2:23][NH:22][CH2:21][CH2:20]1. (4) Given the product [F:22][C:23]([F:36])([F:35])[S:24]([O:1][C:2]1[CH:3]=[C:4]2[C:9](=[CH:10][CH:11]=1)[CH:8]([C:12]([O:14][CH3:15])=[O:13])[CH2:7][CH2:6][CH2:5]2)(=[O:26])=[O:25], predict the reactants needed to synthesize it. The reactants are: [OH:1][C:2]1[CH:3]=[C:4]2[C:9](=[CH:10][CH:11]=1)[CH:8]([C:12]([O:14][CH3:15])=[O:13])[CH2:7][CH2:6][CH2:5]2.N1C=CC=CC=1.[F:22][C:23]([F:36])([F:35])[S:24](O[S:24]([C:23]([F:36])([F:35])[F:22])(=[O:26])=[O:25])(=[O:26])=[O:25].C(OCC)C. (5) The reactants are: [Cl:1][C:2]1[CH:3]=[C:4]([C:12]2[N:16]=[C:15]([C:17]3[N:18]=[C:19]4[CH2:24][NH:23][CH2:22][CH2:21][N:20]4[C:25]=3[CH3:26])[O:14][N:13]=2)[CH:5]=[CH:6][C:7]=1[O:8][CH:9]([CH3:11])[CH3:10].C(=O)([O-])[O-].[Na+].[Na+].Br[CH2:34][C:35]([O:37][C:38]([CH3:41])([CH3:40])[CH3:39])=[O:36]. Given the product [C:38]([O:37][C:35](=[O:36])[CH2:34][N:23]1[CH2:22][CH2:21][N:20]2[C:25]([CH3:26])=[C:17]([C:15]3[O:14][N:13]=[C:12]([C:4]4[CH:5]=[CH:6][C:7]([O:8][CH:9]([CH3:11])[CH3:10])=[C:2]([Cl:1])[CH:3]=4)[N:16]=3)[N:18]=[C:19]2[CH2:24]1)([CH3:41])([CH3:40])[CH3:39], predict the reactants needed to synthesize it. (6) The reactants are: C([NH:5][S:6]([C:9]1[CH:14]=[CH:13][CH:12]=[C:11]([C:15]2[N:16]=[CH:17][N:18]([C:20]3[N:25]=[C:24]([C:26]([F:29])([F:28])[F:27])[CH:23]=[C:22]([C:30]4[CH:35]=[CH:34][C:33]([C:36]([F:39])([F:38])[F:37])=[CH:32][CH:31]=4)[N:21]=3)[CH:19]=2)[CH:10]=1)(=[O:8])=[O:7])(C)(C)C.C(O)(C(F)(F)F)=O. Given the product [F:29][C:26]([F:27])([F:28])[C:24]1[CH:23]=[C:22]([C:30]2[CH:31]=[CH:32][C:33]([C:36]([F:39])([F:38])[F:37])=[CH:34][CH:35]=2)[N:21]=[C:20]([N:18]2[CH:19]=[C:15]([C:11]3[CH:10]=[C:9]([S:6]([NH2:5])(=[O:8])=[O:7])[CH:14]=[CH:13][CH:12]=3)[N:16]=[CH:17]2)[N:25]=1, predict the reactants needed to synthesize it. (7) Given the product [CH2:6]([N:10]1[C:14]([C:15](=[S:2])[NH2:16])=[C:13]([CH2:17][OH:18])[N:12]=[C:11]1[N:19]1[CH2:20][CH2:21][N:22]([C:25]([O:27][C:28]([CH3:31])([CH3:30])[CH3:29])=[O:26])[CH2:23][CH2:24]1)[C:7]#[C:8][CH3:9], predict the reactants needed to synthesize it. The reactants are: [NH4+]=[S:2].C(O)C.[CH2:6]([N:10]1[C:14]([C:15]#[N:16])=[C:13]([CH2:17][OH:18])[N:12]=[C:11]1[N:19]1[CH2:24][CH2:23][N:22]([C:25]([O:27][C:28]([CH3:31])([CH3:30])[CH3:29])=[O:26])[CH2:21][CH2:20]1)[C:7]#[C:8][CH3:9].